Dataset: Full USPTO retrosynthesis dataset with 1.9M reactions from patents (1976-2016). Task: Predict the reactants needed to synthesize the given product. (1) Given the product [CH3:27][C:25]1[CH:26]=[C:15]([C:12]2[N:11]=[C:10]([C:8]3[CH:7]=[C:6]([CH3:29])[N:5]=[C:4]([NH:3][CH3:1])[N:9]=3)[O:14][N:13]=2)[CH:16]=[C:17]([CH3:28])[C:18]=1[O:19][CH2:20][CH:21]([OH:24])[CH2:22][OH:23], predict the reactants needed to synthesize it. The reactants are: [CH2:1]([NH:3][C:4]1[N:9]=[C:8]([C:10]2[O:14][N:13]=[C:12]([C:15]3[CH:26]=[C:25]([CH3:27])[C:18]([O:19][CH2:20][CH:21]([OH:24])[CH2:22][OH:23])=[C:17]([CH3:28])[CH:16]=3)[N:11]=2)[CH:7]=[C:6]([CH3:29])[N:5]=1)C.CC1N=C(NC)N=C(C(O)=O)C=1. (2) Given the product [CH:1]1([NH:7][C:8]2[C:13]([C:14]([NH:21][CH3:25])=[O:16])=[CH:12][N:11]=[C:10]3[NH:17][CH:18]=[CH:19][C:9]=23)[CH2:2][CH2:3][CH2:4][CH2:5][CH2:6]1, predict the reactants needed to synthesize it. The reactants are: [CH:1]1([NH:7][C:8]2[C:13]([C:14]([OH:16])=O)=[CH:12][N:11]=[C:10]3[NH:17][CH:18]=[CH:19][C:9]=23)[CH2:6][CH2:5][CH2:4][CH2:3][CH2:2]1.O[N:21]1[C:25]2C=CC=CC=2N=N1.CN(C)CCCN=C=NCC.Cl.CN. (3) The reactants are: [F:1][C:2]([F:12])([F:11])[C:3]([NH:5][C@@H:6]1[CH2:9][NH:8][C@H:7]1[CH3:10])=[O:4].C(N(CC)CC)C.[C:20]([C:24]1[CH:25]=[C:26]([CH:30]=[C:31]([C:34]([CH3:37])([CH3:36])[CH3:35])[C:32]=1[OH:33])[C:27](Cl)=[O:28])([CH3:23])([CH3:22])[CH3:21]. Given the product [C:34]([C:31]1[CH:30]=[C:26]([CH:25]=[C:24]([C:20]([CH3:23])([CH3:22])[CH3:21])[C:32]=1[OH:33])[C:27]([N:8]1[CH2:9][C@@H:6]([NH:5][C:3](=[O:4])[C:2]([F:1])([F:11])[F:12])[C@@H:7]1[CH3:10])=[O:28])([CH3:37])([CH3:36])[CH3:35], predict the reactants needed to synthesize it. (4) The reactants are: [CH3:1][O:2][CH:3]([O:9][CH3:10])[CH2:4][C:5](OC)=[O:6].[CH2:11]([Mg]Br)[CH:12]=[CH2:13].C(OCC)C.[CH2:21]1[CH2:25]OC[CH2:22]1. Given the product [CH3:1][O:2][CH:3]([O:9][CH3:10])[CH2:4][C:5]([OH:6])([CH2:25][CH:21]=[CH2:22])[CH2:11][CH:12]=[CH2:13], predict the reactants needed to synthesize it. (5) Given the product [Cl:1][C:2]1[CH:3]=[C:4]([C:24]2([C:25]([O:27][CH2:28][CH3:29])=[O:26])[CH2:37][CH2:36][CH2:35][CH2:34][CH2:33]2)[CH:5]=[C:6]([C:14]2[CH:15]=[CH:16][C:17]([C:20]([F:21])([F:22])[F:23])=[CH:18][CH:19]=2)[C:7]=1[O:8][CH2:9][C:10]([F:13])([F:12])[F:11], predict the reactants needed to synthesize it. The reactants are: [Cl:1][C:2]1[CH:3]=[C:4]([CH2:24][C:25]([O:27][CH2:28][CH3:29])=[O:26])[CH:5]=[C:6]([C:14]2[CH:19]=[CH:18][C:17]([C:20]([F:23])([F:22])[F:21])=[CH:16][CH:15]=2)[C:7]=1[O:8][CH2:9][C:10]([F:13])([F:12])[F:11].[H-].[Na+].Br[CH2:33][CH2:34][CH2:35][CH2:36][CH2:37]Br.[NH4+].[Cl-]. (6) Given the product [CH3:1][S:2][C:3]1[C:8](=[O:9])[N:7]([CH2:10][C:11]([O:13][CH2:25][CH3:26])=[O:12])[N:6]=[CH:5][C:4]=1[NH:14][C@@H:15]1[CH2:20][C@@H:19]2[CH2:21][C@@H:17]([C:18]2([CH3:23])[CH3:22])[C@H:16]1[CH3:24], predict the reactants needed to synthesize it. The reactants are: [CH3:1][S:2][C:3]1[C:8](=[O:9])[N:7]([CH2:10][C:11]([OH:13])=[O:12])[N:6]=[CH:5][C:4]=1[NH:14][C@@H:15]1[CH2:20][C@@H:19]2[CH2:21][C@@H:17]([C:18]2([CH3:23])[CH3:22])[C@H:16]1[CH3:24].[CH2:25](O)[CH3:26].C(OCC)(=O)C. (7) Given the product [N:30]1[CH:31]=[C:32]([C:33]([O:35][CH3:36])=[O:34])[CH:37]=[CH:38][C:29]=1[C:16]1[CH2:15][CH2:14][N:13]([C:6]([O:8][C:9]([CH3:10])([CH3:11])[CH3:12])=[O:7])[CH2:18][CH:17]=1, predict the reactants needed to synthesize it. The reactants are: CN(C)C=O.[C:6]([N:13]1[CH2:18][CH:17]=[C:16](B2OC(C)(C)C(C)(C)O2)[CH2:15][CH2:14]1)([O:8][C:9]([CH3:12])([CH3:11])[CH3:10])=[O:7].Cl[C:29]1[CH:38]=[CH:37][C:32]([C:33]([O:35][CH3:36])=[O:34])=[CH:31][N:30]=1.C(=O)([O-])[O-].[K+].[K+]. (8) Given the product [Cl:1][C:2]1[C:3]([CH2:25][CH3:26])=[C:4]([CH2:28][CH3:29])[C:5]([NH2:24])=[C:6]2[C:10]=1[N:9]=[C:8]1[N:11]([C:16]3[CH:21]=[CH:20][C:19]([Cl:22])=[CH:18][C:17]=3[Cl:23])[CH2:12][CH2:13][CH2:14][CH2:15][N:7]21, predict the reactants needed to synthesize it. The reactants are: [Cl:1][C:2]1[CH:3]=[CH:4][C:5]([NH2:24])=[C:6]2[C:10]=1[N:9]=[C:8]1[N:11]([C:16]3[CH:21]=[CH:20][C:19]([Cl:22])=[CH:18][C:17]=3[Cl:23])[CH2:12][CH2:13][CH2:14][CH2:15][N:7]21.[CH:25](=O)[CH3:26].[C:28](O[BH-](OC(=O)C)OC(=O)C)(=O)[CH3:29].[Na+]. (9) Given the product [O:24]=[C:15]1[C:16]2[C:17](=[CH:20][CH:21]=[CH:22][CH:23]=2)[C:18](=[O:19])[N:14]1[CH2:13][CH:12]=[O:11], predict the reactants needed to synthesize it. The reactants are: O.FC(F)(F)C(O)=O.C([O:11][CH:12](OCC)[CH2:13][N:14]1[C:18](=[O:19])[C:17]2=[CH:20][CH:21]=[CH:22][CH:23]=[C:16]2[C:15]1=[O:24])C. (10) The reactants are: [F:1][C:2]1[C:7]([NH2:8])=[CH:6][CH:5]=[C:4]([F:9])[C:3]=1[NH:10][C:11]1[C:16]([C:17]2[N:25]=[CH:24][N:23]=[C:22]3[C:18]=2[N:19]=[CH:20][N:21]3[CH:26]2[CH2:31][CH2:30][CH2:29][CH2:28][O:27]2)=[CH:15][CH:14]=[CH:13][N:12]=1.[Cl:32][C:33]1[S:37][C:36]([S:38](Cl)(=[O:40])=[O:39])=[CH:35][CH:34]=1.N1C=CC=CC=1. Given the product [Cl:32][C:33]1[S:37][C:36]([S:38]([NH:8][C:7]2[CH:6]=[CH:5][C:4]([F:9])=[C:3]([NH:10][C:11]3[C:16]([C:17]4[N:25]=[CH:24][N:23]=[C:22]5[C:18]=4[N:19]=[CH:20][N:21]5[CH:26]4[CH2:31][CH2:30][CH2:29][CH2:28][O:27]4)=[CH:15][CH:14]=[CH:13][N:12]=3)[C:2]=2[F:1])(=[O:40])=[O:39])=[CH:35][CH:34]=1, predict the reactants needed to synthesize it.